This data is from Catalyst prediction with 721,799 reactions and 888 catalyst types from USPTO. The task is: Predict which catalyst facilitates the given reaction. (1) Reactant: [H-].[Al+3].[Li+].[H-].[H-].[H-].[CH3:7][O:8][C:9]([F:18])([F:17])[C:10]([F:16])([F:15])[C:11](OC)=[O:12].Cl. The catalyst class is: 28. Product: [CH3:7][O:8][C:9]([F:18])([F:17])[C:10]([F:16])([F:15])[CH2:11][OH:12]. (2) Reactant: [C:1]([Si:5]([C:35]1[CH:40]=[CH:39][CH:38]=[CH:37][CH:36]=1)([C:29]1[CH:34]=[CH:33][CH:32]=[CH:31][CH:30]=1)[O:6][CH:7]1[CH2:12][CH2:11][CH:10]([CH:13]2[CH2:17][CH2:16][N:15]([CH2:18][C:19]3[C:24]([Cl:25])=[CH:23][C:22]([OH:26])=[CH:21][C:20]=3[Cl:27])[C:14]2=[O:28])[CH2:9][CH2:8]1)([CH3:4])([CH3:3])[CH3:2].N1C=CC=CC=1.[F:47][C:48]([F:61])([F:60])[S:49](O[S:49]([C:48]([F:61])([F:60])[F:47])(=[O:51])=[O:50])(=[O:51])=[O:50]. Product: [C:1]([Si:5]([C:35]1[CH:40]=[CH:39][CH:38]=[CH:37][CH:36]=1)([C:29]1[CH:34]=[CH:33][CH:32]=[CH:31][CH:30]=1)[O:6][CH:7]1[CH2:12][CH2:11][CH:10]([CH:13]2[CH2:17][CH2:16][N:15]([CH2:18][C:19]3[C:20]([Cl:27])=[CH:21][C:22]([O:26][S:49]([C:48]([F:61])([F:60])[F:47])(=[O:51])=[O:50])=[CH:23][C:24]=3[Cl:25])[C:14]2=[O:28])[CH2:9][CH2:8]1)([CH3:4])([CH3:2])[CH3:3]. The catalyst class is: 4. (3) Reactant: N(C(C)(C)C#N)=NC(C)(C)C#N.[CH3:13][C:14]1[C:19]([N+:20]([O-:22])=[O:21])=[CH:18][CH:17]=[CH:16][N:15]=1.[Br:23]N1C(=O)CCC1=O. Product: [Br:23][CH2:13][C:14]1[C:19]([N+:20]([O-:22])=[O:21])=[CH:18][CH:17]=[CH:16][N:15]=1. The catalyst class is: 53. (4) Reactant: [S:1]1[C:5]2[CH:6]=[CH:7][CH:8]=[CH:9][C:4]=2[N:3]=[C:2]1[CH:10]=[N:11][S:12]([C:15]1[CH:25]=[CH:24][C:18]2[O:19][CH2:20][CH2:21][CH2:22][O:23][C:17]=2[CH:16]=1)(=[O:14])=[O:13].O1CCCC1.Br[Mg][C:33]1[CH:38]=[CH:37][CH:36]=[CH:35][C:34]=1[S:39][CH3:40]. Product: [S:1]1[C:5]2[CH:6]=[CH:7][CH:8]=[CH:9][C:4]=2[N:3]=[C:2]1[CH:10]([C:33]1[CH:38]=[CH:37][CH:36]=[CH:35][C:34]=1[S:39][CH3:40])[NH:11][S:12]([C:15]1[CH:25]=[CH:24][C:18]2[O:19][CH2:20][CH2:21][CH2:22][O:23][C:17]=2[CH:16]=1)(=[O:14])=[O:13]. The catalyst class is: 5. (5) Reactant: [C:1]([NH:4][C:5]1[S:6][C:7]([C:11]2[S:15][C:14]([S:16](Cl)(=[O:18])=[O:17])=[CH:13][CH:12]=2)=[C:8]([CH3:10])[N:9]=1)(=[O:3])[CH3:2].[NH:20]1[CH2:25][CH2:24][O:23][CH2:22][CH2:21]1.CCN(C(C)C)C(C)C. Product: [CH3:10][C:8]1[N:9]=[C:5]([NH:4][C:1](=[O:3])[CH3:2])[S:6][C:7]=1[C:11]1[S:15][C:14]([S:16]([N:20]2[CH2:25][CH2:24][O:23][CH2:22][CH2:21]2)(=[O:18])=[O:17])=[CH:13][CH:12]=1. The catalyst class is: 2. (6) Reactant: [CH3:1][O:2][C:3]1[CH:8]=[CH:7][CH:6]=[C:5](/[CH:9]=[CH:10]/[CH2:11]OC2C=CC=CC=2)[CH:4]=1.[CH3:19][Si:20]([CH3:26])([CH3:25])[Si:20]([CH3:26])([CH3:25])[CH3:19].CCN(CC)CC. Product: [CH3:1][O:2][C:3]1[CH:4]=[C:5](/[CH:9]=[CH:10]/[CH2:11][Si:20]([CH3:26])([CH3:25])[CH3:19])[CH:6]=[CH:7][CH:8]=1. The catalyst class is: 6.